This data is from Full USPTO retrosynthesis dataset with 1.9M reactions from patents (1976-2016). The task is: Predict the reactants needed to synthesize the given product. (1) The reactants are: [CH3:1][N:2]1[C@@H:11]2[CH2:12][C:13]3[CH:18]=[CH:17][C:16]([OH:19])=[C:15]([OH:20])[C:14]=3[C:9]3[C:10]2=[C:5]([CH:6]=[CH:7][CH:8]=3)[CH2:4][CH2:3]1.O.[NH2:22][C@H:23]([C:29]([OH:31])=[O:30])[CH2:24][CH2:25][C:26]([OH:28])=[O:27]. Given the product [CH3:1][N:2]1[C@@H:11]2[CH2:12][C:13]3[CH:18]=[CH:17][C:16]([OH:19])=[C:15]([OH:20])[C:14]=3[C:9]3[C:10]2=[C:5]([CH:6]=[CH:7][CH:8]=3)[CH2:4][CH2:3]1.[NH2:22][C@H:23]([C:29]([O-:31])=[O:30])[CH2:24][CH2:25][C:26]([O-:28])=[O:27].[CH3:1][N:2]1[C@@H:11]2[CH2:12][C:13]3[CH:18]=[CH:17][C:16]([OH:19])=[C:15]([OH:20])[C:14]=3[C:9]3[C:10]2=[C:5]([CH:6]=[CH:7][CH:8]=3)[CH2:4][CH2:3]1, predict the reactants needed to synthesize it. (2) The reactants are: [F:1][C:2]([F:7])([F:6])[C:3]([OH:5])=[O:4].[C:8]1([C:14]2[CH:19]=[C:18]([CH:20]3[CH2:25][CH2:24][NH:23][CH2:22][CH2:21]3)[CH:17]=[CH:16][C:15]=2[NH:26][C:27]([C:29]2[NH:30][CH:31]=[C:32]([C:34]#[N:35])[N:33]=2)=[O:28])[CH2:13][CH2:12][CH2:11][CH2:10][CH:9]=1.CCN(CC)CC.Br[CH2:44][C:45]([NH2:47])=[O:46]. Given the product [F:1][C:2]([F:7])([F:6])[C:3]([OH:5])=[O:4].[C:45]([CH2:44][N:23]1[CH2:22][CH2:21][CH:20]([C:18]2[CH:17]=[CH:16][C:15]([NH:26][C:27]([C:29]3[NH:30][CH:31]=[C:32]([C:34]#[N:35])[N:33]=3)=[O:28])=[C:14]([C:8]3[CH2:13][CH2:12][CH2:11][CH2:10][CH:9]=3)[CH:19]=2)[CH2:25][CH2:24]1)(=[O:46])[NH2:47], predict the reactants needed to synthesize it.